Dataset: Full USPTO retrosynthesis dataset with 1.9M reactions from patents (1976-2016). Task: Predict the reactants needed to synthesize the given product. (1) Given the product [CH:14]1([NH:17][CH2:2][C:3]([N:5]2[C@@H:9]([C:10]#[CH:11])[CH2:8][CH2:7][C@H:6]2[C:12]#[N:13])=[O:4])[CH2:16][CH2:15]1, predict the reactants needed to synthesize it. The reactants are: Cl[CH2:2][C:3]([N:5]1[C@@H:9]([C:10]#[CH:11])[CH2:8][CH2:7][C@H:6]1[C:12]#[N:13])=[O:4].[CH:14]1([NH2:17])[CH2:16][CH2:15]1. (2) Given the product [ClH:30].[NH2:7][CH2:8][C:9]1[CH:18]=[CH:17][CH:16]=[C:15]2[C:10]=1[C:11](=[O:28])[N:12]([CH:20]1[CH2:25][CH2:24][C:23](=[O:26])[NH:22][C:21]1=[O:27])[C:13]([CH3:19])=[N:14]2, predict the reactants needed to synthesize it. The reactants are: C(OC(=O)[NH:7][CH2:8][C:9]1[CH:18]=[CH:17][CH:16]=[C:15]2[C:10]=1[C:11](=[O:28])[N:12]([CH:20]1[CH2:25][CH2:24][C:23](=[O:26])[NH:22][C:21]1=[O:27])[C:13]([CH3:19])=[N:14]2)(C)(C)C.[ClH:30]. (3) Given the product [CH2:9]([C:7]1[N:6]=[C:5]([CH:11]2[CH2:16][CH2:15][N:14]([C:17]([O:19][C:20]([CH3:21])([CH3:23])[CH3:22])=[O:18])[CH2:13][CH2:12]2)[N:4]([CH2:3][CH2:2][OH:1])[CH:8]=1)[CH3:10], predict the reactants needed to synthesize it. The reactants are: [OH:1][CH2:2][CH2:3][N:4]1[CH:8]=[C:7]([CH:9]=[CH2:10])[N:6]=[C:5]1[CH:11]1[CH2:16][CH2:15][N:14]([C:17]([O:19][C:20]([CH3:23])([CH3:22])[CH3:21])=[O:18])[CH2:13][CH2:12]1.[H][H]. (4) Given the product [C:1]([O:5][C@@H:6]([C:11]1[C:40]([CH3:41])=[CH:39][C:38]2=[N:42][C:35]3=[C:36]([Cl:57])[N:37]2[C:12]=1[N:13]1[CH2:48][CH2:47][C:16]([CH3:49])([O:17][CH2:18][CH2:19][CH2:20][CH2:21][C@H:22]([CH3:46])[O:23][C:24]2[CH:25]=[C:26]([CH3:45])[C:27]([F:44])=[CH:28][C:29]=2[C:30]2[CH:43]=[C:34]3[CH:33]=[CH:32][CH:31]=2)[CH2:15][CH2:14]1)[C:7]([O:9][CH3:10])=[O:8])([CH3:4])([CH3:2])[CH3:3], predict the reactants needed to synthesize it. The reactants are: [C:1]([O:5][C@@H:6]([C:11]1[C:40]([CH3:41])=[CH:39][C:38]2=[N:42][C:35]3=[CH:36][N:37]2[C:12]=1[N:13]1[CH2:48][CH2:47][C:16]([CH3:49])([O:17][CH2:18][CH2:19][CH2:20][CH2:21][C@H:22]([CH3:46])[O:23][C:24]2[CH:25]=[C:26]([CH3:45])[C:27]([F:44])=[CH:28][C:29]=2[C:30]2[CH:43]=[C:34]3[CH:33]=[CH:32][CH:31]=2)[CH2:15][CH2:14]1)[C:7]([O:9][CH3:10])=[O:8])([CH3:4])([CH3:3])[CH3:2].C1C(=O)N([Cl:57])C(=O)C1. (5) Given the product [CH3:1][O:2][C:3](=[O:21])[CH:4]([S:12]([C:15]1[CH:20]=[CH:19][CH:18]=[CH:17][CH:16]=1)(=[O:14])=[O:13])[CH:5]1[CH2:10][CH2:9][C:8]2[C:28]3[C:27](=[CH:26][CH:25]=[C:24]([Cl:23])[CH:29]=3)[NH:30][C:7]=2[CH2:6]1, predict the reactants needed to synthesize it. The reactants are: [CH3:1][O:2][C:3](=[O:21])[CH:4]([S:12]([C:15]1[CH:20]=[CH:19][CH:18]=[CH:17][CH:16]=1)(=[O:14])=[O:13])[CH:5]1[CH2:10][CH2:9][CH2:8][C:7](=O)[CH2:6]1.Cl.[Cl:23][C:24]1[CH:29]=[CH:28][C:27]([NH:30]N)=[CH:26][CH:25]=1.C([O-])(O)=O.[Na+]. (6) Given the product [NH2:13][C:10]1[CH:11]=[CH:12][C:7]([N:1]2[CH2:6][CH2:5][O:4][CH2:3][CH2:2]2)=[C:8]([CH2:16][OH:17])[CH:9]=1, predict the reactants needed to synthesize it. The reactants are: [N:1]1([C:7]2[CH:12]=[CH:11][C:10]([N+:13]([O-])=O)=[CH:9][C:8]=2[CH2:16][OH:17])[CH2:6][CH2:5][O:4][CH2:3][CH2:2]1. (7) Given the product [C:31]([C:2]1[O:3][C:4]2[C:24]([O:25][C:26](=[O:28])[CH3:27])=[C:23]([O:29][CH3:30])[CH:22]=[CH:21][C:5]=2[C:6]=1[C:7](=[O:20])[C:8]1[CH:13]=[C:12]([O:14][CH3:15])[C:11]([O:16][CH3:17])=[C:10]([O:18][CH3:19])[CH:9]=1)#[N:32], predict the reactants needed to synthesize it. The reactants are: Br[C:2]1[O:3][C:4]2[C:24]([O:25][C:26](=[O:28])[CH3:27])=[C:23]([O:29][CH3:30])[CH:22]=[CH:21][C:5]=2[C:6]=1[C:7](=[O:20])[C:8]1[CH:13]=[C:12]([O:14][CH3:15])[C:11]([O:16][CH3:17])=[C:10]([O:18][CH3:19])[CH:9]=1.[C-:31]#[N:32].[Na+]. (8) Given the product [CH:10]1[C:11]2[CH:12]([CH2:14][O:15][C:16]([NH:18][C:19]([CH3:44])([C:21]([NH:23][C@H:24]([C:28]([N:30]([C@@H:32]([C@@H:40]([CH3:43])[CH2:41][CH3:42])[C@H:33]([O:38][CH3:39])[CH2:34][C:35](=[O:37])[O:36][C:56]3[C:57]([F:66])=[C:58]([F:65])[C:59]([F:64])=[C:60]([F:63])[C:61]=3[F:62])[CH3:31])=[O:29])[CH:25]([CH3:27])[CH3:26])=[O:22])[CH3:20])=[O:17])[C:13]3[C:5](=[CH:4][CH:3]=[CH:2][CH:1]=3)[C:6]=2[CH:7]=[CH:8][CH:9]=1, predict the reactants needed to synthesize it. The reactants are: [CH:1]1[C:13]2[CH:12]([CH2:14][O:15][C:16]([NH:18][C:19]([CH3:44])([C:21]([NH:23][C@H:24]([C:28]([N:30]([C@@H:32]([C@@H:40]([CH3:43])[CH2:41][CH3:42])[C@H:33]([O:38][CH3:39])[CH2:34][C:35]([OH:37])=[O:36])[CH3:31])=[O:29])[CH:25]([CH3:27])[CH3:26])=[O:22])[CH3:20])=[O:17])[C:11]3[C:6](=[CH:7][CH:8]=[CH:9][CH:10]=3)[C:5]=2[CH:4]=[CH:3][CH:2]=1.N1C=CC=CC=1.FC(F)(F)C(O[C:56]1[C:61]([F:62])=[C:60]([F:63])[C:59]([F:64])=[C:58]([F:65])[C:57]=1[F:66])=O. (9) Given the product [CH3:9][O:10][C:24]1[C:22]2[N:23]=[C:19]([NH:18][C:12](=[O:16])[C:13]3[CH:33]=[CH:31][N:30]=[C:34]([CH3:35])[CH:36]=3)[S:20][C:21]=2[C:27]([N:1]2[CH2:2][CH2:3][O:37][CH2:5][CH2:6]2)=[CH:26][CH:25]=1, predict the reactants needed to synthesize it. The reactants are: [N:1]1[CH:6]=[CH:5]C=[CH:3][CH:2]=1.CN(C)[CH:9]=[O:10].[C:12](Cl)(=[O:16])[C:13](Cl)=O.[NH2:18][C:19]1[S:20][C:21]2[CH:27]=[CH:26][CH:25]=[CH:24][C:22]=2[N:23]=1.C([N:30]([CH:34]([CH3:36])[CH3:35])[CH:31]([CH3:33])C)C.[OH2:37].